This data is from Forward reaction prediction with 1.9M reactions from USPTO patents (1976-2016). The task is: Predict the product of the given reaction. (1) The product is: [Cl:28][C:29]1[CH:30]=[C:31]([CH:35]=[CH:36][CH:37]=1)[C:32]([N:19]1[CH2:20][CH2:21][C:16]2([O:15][C:14]3[C:24]4[C:10]([C:11](=[O:27])[C:12](=[O:26])[C:13]=3[S:23][CH2:22]2)=[CH:9][CH:8]=[C:7]([C:1]2[CH:2]=[CH:3][CH:4]=[CH:5][CH:6]=2)[CH:25]=4)[CH2:17][CH2:18]1)=[O:33]. Given the reactants [C:1]1([C:7]2[CH:25]=[C:24]3[C:10]([C:11](=[O:27])[C:12](=[O:26])[C:13]4[S:23][CH2:22][C:16]5([CH2:21][CH2:20][NH:19][CH2:18][CH2:17]5)[O:15][C:14]=43)=[CH:9][CH:8]=2)[CH:6]=[CH:5][CH:4]=[CH:3][CH:2]=1.[Cl:28][C:29]1[CH:30]=[C:31]([CH:35]=[CH:36][CH:37]=1)[C:32](Cl)=[O:33], predict the reaction product. (2) The product is: [C:12]([O:11][C:9](=[O:10])[NH:16][C:17]1[CH:32]=[CH:31][C:20]([O:21][C:22]2[CH:27]=[CH:26][N:25]=[C:24]([C:28](=[O:29])[NH2:30])[CH:23]=2)=[CH:19][C:18]=1[F:33])([CH3:13])([CH3:14])[CH3:15]. Given the reactants [C:12]([O:11][C:9](O[C:9]([O:11][C:12]([CH3:15])([CH3:14])[CH3:13])=[O:10])=[O:10])([CH3:15])([CH3:14])[CH3:13].[NH2:16][C:17]1[CH:32]=[CH:31][C:20]([O:21][C:22]2[CH:27]=[CH:26][N:25]=[C:24]([C:28]([NH2:30])=[O:29])[CH:23]=2)=[CH:19][C:18]=1[F:33].C(OCC)(=O)C, predict the reaction product. (3) Given the reactants CC([S-:4])=O.[K+].[F:6][C:7]([F:12])([F:11])[CH2:8][CH2:9]I.C(=O)([O-])[O-].[K+].[K+].[Br:19][C:20]1[CH:25]=[C:24]([CH:26](Cl)[C:27]2[C:32]([F:33])=[CH:31][CH:30]=[C:29]([F:34])[C:28]=2[F:35])[C:23]([Cl:37])=[CH:22][N:21]=1, predict the reaction product. The product is: [Br:19][C:20]1[CH:25]=[C:24]([CH:26]([C:27]2[C:32]([F:33])=[CH:31][CH:30]=[C:29]([F:34])[C:28]=2[F:35])[S:4][CH2:9][CH2:8][C:7]([F:12])([F:11])[F:6])[C:23]([Cl:37])=[CH:22][N:21]=1. (4) Given the reactants Cl.C(O[C:7](=O)[N:8]([CH:10]1[CH2:15][CH2:14][CH:13]([N:16]([C:34]([C:36]2[S:40][C:39]3[CH:41]=[CH:42][CH:43]=[CH:44][C:38]=3[C:37]=2[Cl:45])=[O:35])[CH2:17][C:18]2[CH:19]=[C:20]([C:26]3[CH:31]=[CH:30][C:29]([C:32]#[N:33])=[CH:28][CH:27]=3)[C:21]([O:24][CH3:25])=[CH:22][CH:23]=2)[CH2:12][CH2:11]1)C)(C)(C)C.C(O)C, predict the reaction product. The product is: [ClH:45].[C:32]([C:29]1[CH:30]=[CH:31][C:26]([C:20]2[C:21]([O:24][CH3:25])=[CH:22][CH:23]=[C:18]([CH2:17][N:16]([CH:13]3[CH2:12][CH2:11][CH:10]([NH:8][CH3:7])[CH2:15][CH2:14]3)[C:34]([C:36]3[S:40][C:39]4[CH:41]=[CH:42][CH:43]=[CH:44][C:38]=4[C:37]=3[Cl:45])=[O:35])[CH:19]=2)=[CH:27][CH:28]=1)#[N:33]. (5) Given the reactants [F:1][C:2]([F:17])([F:16])[C:3]1[CH:8]=[CH:7][C:6]([C:9]2[O:13][N:12]=[CH:11][C:10]=2[CH2:14]O)=[CH:5][CH:4]=1.O1CCCC1.S(Cl)([Cl:25])=O, predict the reaction product. The product is: [Cl:25][CH2:14][C:10]1[CH:11]=[N:12][O:13][C:9]=1[C:6]1[CH:7]=[CH:8][C:3]([C:2]([F:17])([F:16])[F:1])=[CH:4][CH:5]=1.